From a dataset of Reaction yield outcomes from USPTO patents with 853,638 reactions. Predict the reaction yield, written as a fraction of the theoretical maximum amount of product (1.0 means a 100% yield; for example, 0.34 means a 34% yield). The product is [O:1]=[C:2]1[N:10]([CH2:11][CH2:12][CH3:13])[C:9]2[N:8]=[C:7]([C:14]3[CH:15]=[N:16][N:17]([CH2:19][C:20]#[C:21][C:22]4[CH:23]=[C:24]([CH:28]=[CH:29][CH:30]=4)[C:25]([NH2:55])=[O:26])[CH:18]=3)[N:6]([CH2:31][O:32][CH2:33][CH2:34][Si:35]([CH3:36])([CH3:38])[CH3:37])[C:5]=2[C:4](=[O:39])[N:3]1[CH2:40][CH2:41][CH3:42]. The catalyst is CN(C=O)C.O. The reactants are [O:1]=[C:2]1[N:10]([CH2:11][CH2:12][CH3:13])[C:9]2[N:8]=[C:7]([C:14]3[CH:15]=[N:16][N:17]([CH2:19][C:20]#[C:21][C:22]4[CH:23]=[C:24]([CH:28]=[CH:29][CH:30]=4)[C:25](O)=[O:26])[CH:18]=3)[N:6]([CH2:31][O:32][CH2:33][CH2:34][Si:35]([CH3:38])([CH3:37])[CH3:36])[C:5]=2[C:4](=[O:39])[N:3]1[CH2:40][CH2:41][CH3:42].C(=O)([O-])[O-].[NH4+].[NH4+].C1C=CC2N(O)N=[N:55]C=2C=1.CN1CCOCC1.CCN=C=NCCCN(C)C. The yield is 0.180.